This data is from Full USPTO retrosynthesis dataset with 1.9M reactions from patents (1976-2016). The task is: Predict the reactants needed to synthesize the given product. Given the product [C:1]([C:3]1[C:4]([C:18]([NH:28][CH:23]2[CH2:27][CH2:26][CH2:25][CH2:24]2)=[O:20])=[N:5][O:6][C:7]=1[C:8]1[CH:13]=[CH:12][C:11]([C:14]([F:17])([F:15])[F:16])=[CH:10][CH:9]=1)#[N:2], predict the reactants needed to synthesize it. The reactants are: [C:1]([C:3]1[C:4]([C:18]([O:20]CC)=O)=[N:5][O:6][C:7]=1[C:8]1[CH:13]=[CH:12][C:11]([C:14]([F:17])([F:16])[F:15])=[CH:10][CH:9]=1)#[N:2].[CH:23]1([NH2:28])[CH2:27][CH2:26][CH2:25][CH2:24]1.